Dataset: Reaction yield outcomes from USPTO patents with 853,638 reactions. Task: Predict the reaction yield, written as a fraction of the theoretical maximum amount of product (1.0 means a 100% yield; for example, 0.34 means a 34% yield). (1) The reactants are [F:1][C:2]1[CH:3]=[C:4]([CH2:8][CH2:9][C:10]([OH:12])=O)[CH:5]=[CH:6][CH:7]=1.C(Cl)(=O)C(Cl)=O.N1C=CC=CC=1.[NH2:25][N:26]1[C:35](=[O:36])[C:34]2[C:29](=[CH:30][C:31]([F:37])=[CH:32][CH:33]=2)[N:28]=[C:27]1[N:38]1[CH2:42][CH2:41][CH2:40][CH2:39]1. The catalyst is C(Cl)Cl. The product is [F:37][C:31]1[CH:30]=[C:29]2[C:34]([C:35](=[O:36])[N:26]([NH:25][C:10](=[O:12])[CH2:9][CH2:8][C:4]3[CH:5]=[CH:6][CH:7]=[C:2]([F:1])[CH:3]=3)[C:27]([N:38]3[CH2:39][CH2:40][CH2:41][CH2:42]3)=[N:28]2)=[CH:33][CH:32]=1. The yield is 0.320. (2) The reactants are [CH3:1][C:2]1[CH:7]=[CH:6][C:5]([N:8]2[CH2:13][CH2:12][O:11][CH2:10][CH2:9]2)=[CH:4][C:3]=1[N+:14]([O-])=O.[Cl-].[NH4+]. The catalyst is [Zn].CO. The product is [CH3:1][C:2]1[CH:7]=[CH:6][C:5]([N:8]2[CH2:13][CH2:12][O:11][CH2:10][CH2:9]2)=[CH:4][C:3]=1[NH2:14]. The yield is 0.900. (3) The reactants are [CH:1]([C:4]1[CH:9]=[CH:8][C:7]([CH:10]=[C:11]([CH3:14])[CH2:12]O)=[CH:6][CH:5]=1)([CH3:3])[CH3:2].P(Br)(Br)[Br:16].O. The catalyst is C(OC(C)C)(C)C. The product is [Br:16][CH2:12][C:11]([CH3:14])=[CH:10][C:7]1[CH:8]=[CH:9][C:4]([CH:1]([CH3:3])[CH3:2])=[CH:5][CH:6]=1. The yield is 0.910. (4) The reactants are [ClH:1].C(OC([N:9]=[C:10]([NH:40]C(OC(C)(C)C)=O)[NH:11][CH2:12][CH2:13][O:14][C:15]1[CH:20]=[CH:19][C:18]([CH2:21][CH2:22][CH2:23][CH2:24][NH:25][C:26]([NH:28][C:29]([C:31]2[C:36]([NH2:37])=[N:35][C:34]([NH2:38])=[C:33]([Cl:39])[N:32]=2)=[O:30])=[NH:27])=[CH:17][CH:16]=1)=O)(C)(C)C. The catalyst is CO. The product is [ClH:39].[ClH:1].[NH2:37][C:36]1[C:31]([C:29]([NH:28][C:26]([NH:25][CH2:24][CH2:23][CH2:22][CH2:21][C:18]2[CH:19]=[CH:20][C:15]([O:14][CH2:13][CH2:12][NH:11][C:10]([NH2:40])=[NH:9])=[CH:16][CH:17]=2)=[NH:27])=[O:30])=[N:32][C:33]([Cl:39])=[C:34]([NH2:38])[N:35]=1. The yield is 0.960. (5) The reactants are [F:1][C:2]1[CH:3]=[C:4]([C:8]2[N:9]=[C:10]([NH2:21])[C:11]([NH2:20])=[N:12][C:13]=2[C:14]2[CH:19]=[CH:18][N:17]=[CH:16][CH:15]=2)[CH:5]=[CH:6][CH:7]=1.[CH:22](OCC)(OCC)OCC. No catalyst specified. The product is [F:1][C:2]1[CH:3]=[C:4]([C:8]2[N:9]=[C:10]3[NH:21][CH:22]=[N:20][C:11]3=[N:12][C:13]=2[C:14]2[CH:19]=[CH:18][N:17]=[CH:16][CH:15]=2)[CH:5]=[CH:6][CH:7]=1. The yield is 0.440. (6) The reactants are S(Cl)(Cl)=O.[CH3:5][O:6][C:7]1[C:8]([N+:18]([O-:20])=[O:19])=[C:9]([CH:13]=[CH:14][C:15]=1[O:16][CH3:17])C(O)=O.[N-:21]=[N+]=[N-].[Na+].CCCCCC. The catalyst is ClCCCl.O.C(OCC)(=O)C. The product is [CH3:5][O:6][C:7]1[C:8]([N+:18]([O-:20])=[O:19])=[C:9]([NH2:21])[CH:13]=[CH:14][C:15]=1[O:16][CH3:17]. The yield is 0.640. (7) The reactants are [H-].[Na+].ClC1C=C(N)C(I)=CN=1.S(OC[C@@H]1OCCN(C(OC(C)(C)C)=O)C1)(C1C=CC(C)=CC=1)(=O)=O.[Cl:37][C:38]1[CH:43]=[C:42]([NH:44][CH2:45][C@H:46]2[O:51][CH2:50][CH2:49][N:48]([C:52]([O:54][C:55]([CH3:58])([CH3:57])[CH3:56])=[O:53])[CH2:47]2)[C:41](I)=[CH:40][N:39]=1.C(=O)([O-])[O-].[Na+].[Na+].[CH3:66][O:67][C:68]1[CH:73]=[CH:72][C:71](B(O)O)=[CH:70][CH:69]=1. The catalyst is CN(C=O)C.C(#N)C.[Pd].C1(P(C2C=CC=CC=2)C2C=CC=CC=2)C=CC=CC=1.C1(P(C2C=CC=CC=2)C2C=CC=CC=2)C=CC=CC=1.C1(P(C2C=CC=CC=2)C2C=CC=CC=2)C=CC=CC=1.C1(P(C2C=CC=CC=2)C2C=CC=CC=2)C=CC=CC=1.O. The product is [Cl:37][C:38]1[CH:43]=[C:42]([NH:44][CH2:45][C@H:46]2[O:51][CH2:50][CH2:49][N:48]([C:52]([O:54][C:55]([CH3:58])([CH3:57])[CH3:56])=[O:53])[CH2:47]2)[C:41]([C:71]2[CH:72]=[CH:73][C:68]([O:67][CH3:66])=[CH:69][CH:70]=2)=[CH:40][N:39]=1. The yield is 0.940. (8) The yield is 0.790. The catalyst is C(Cl)Cl. The product is [Cl:8][C:9]([O:11][CH2:12][CH:13]([CH3:15])[CH3:14])=[O:10].[CH3:1][N:2]1[CH2:7][CH2:6][O:5][CH2:4][CH2:3]1. The reactants are [CH3:1][N:2]1[CH2:7][CH2:6][O:5][CH2:4][CH2:3]1.[Cl:8][C:9]([O:11][CH2:12][CH:13]([CH3:15])[CH3:14])=[O:10].Cl.O. (9) The reactants are [Cl:1][C:2]1[CH:7]=[CH:6][C:5]([C:8]2[CH:13]=[C:12]([CH:14]3[CH2:16][CH2:15]3)[N:11]3[N:17]=[CH:18][C:19](I)=[C:10]3[N:9]=2)=[CH:4][CH:3]=1.C[Si]([C:25]#[CH:26])(C)C.CCN(CC)CC.C(=O)([O-])[O-].[K+].[K+]. The catalyst is CN(C)C=O.C1COCC1.CO. The product is [Cl:1][C:2]1[CH:7]=[CH:6][C:5]([C:8]2[CH:13]=[C:12]([CH:14]3[CH2:16][CH2:15]3)[N:11]3[N:17]=[CH:18][C:19]([C:25]#[CH:26])=[C:10]3[N:9]=2)=[CH:4][CH:3]=1. The yield is 0.400.